Predict the reaction yield, written as a fraction of the theoretical maximum amount of product (1.0 means a 100% yield; for example, 0.34 means a 34% yield). From a dataset of Reaction yield outcomes from USPTO patents with 853,638 reactions. (1) The reactants are [C:1]([O:4][C@@H:5]([C@@H:35]1[C@@H:39]([O:40][C:41](=[O:43])[CH3:42])[C@@H:38]([O:44][C:45](=[O:47])[CH3:46])[C@H:37]([N:48]2[CH:53]=[CH:52][C:51](=[O:54])[NH:50][C:49]2=[O:55])[O:36]1)[CH:6]([C:30]([O:32][CH2:33][CH3:34])=[O:31])[NH:7][CH2:8][CH2:9][CH2:10][NH:11][C:12](=[O:29])[C@H:13]([CH2:25][CH:26]([CH3:28])[CH3:27])[NH:14]C(=O)OCC1C=CC=CC=1)(=[O:3])[CH3:2]. The catalyst is [Pd].CO. The product is [C:1]([O:4][C@@H:5]([C@@H:35]1[C@@H:39]([O:40][C:41](=[O:43])[CH3:42])[C@@H:38]([O:44][C:45](=[O:47])[CH3:46])[C@@H:37]([N:48]2[CH:53]=[CH:52][C:51](=[O:54])[NH:50][C:49]2=[O:55])[O:36]1)[CH:6]([NH:7][CH2:8][CH2:9][CH2:10][NH:11][C:12](=[O:29])[C@@H:13]([NH2:14])[CH2:25][CH:26]([CH3:27])[CH3:28])[C:30]([O:32][CH2:33][CH3:34])=[O:31])(=[O:3])[CH3:2]. The yield is 0.950. (2) The reactants are [CH3:1][O:2][C:3]1[CH:8]=[CH:7][C:6]([N:9]([CH3:30])[C:10]2[C:22]3[C:21]4[C:16](=[CH:17][CH:18]=[CH:19][CH:20]=4)[NH:15][C:14]=3[N:13]=[C:12]([NH:23]C(=O)C(C)(C)C)[N:11]=2)=[CH:5][CH:4]=1.[OH-].[Na+].ClC1C2C3C(=CC=CC=3)NC=2N=C(NC(=O)C(C)(C)C)N=1.COC1C=C(C=CC=1)NC. The catalyst is Cl.C(Cl)(Cl)Cl.CO.C(O)CCC. The product is [CH3:1][O:2][C:3]1[CH:4]=[CH:5][C:6]([N:9]([CH3:30])[C:10]2[C:22]3[C:21]4[C:16](=[CH:17][CH:18]=[CH:19][CH:20]=4)[NH:15][C:14]=3[N:13]=[C:12]([NH2:23])[N:11]=2)=[CH:7][CH:8]=1. The yield is 0.730. (3) The reactants are [CH2:1]([C:5]1[N:6]=[C:7]([CH3:27])[NH:8][C:9](=[O:26])[C:10]=1[CH2:11][C:12]1[CH:17]=[CH:16][C:15]([C:18]2[C:19]([C:24]#[N:25])=[CH:20][CH:21]=[CH:22][CH:23]=2)=[CH:14][CH:13]=1)[CH2:2][CH2:3][CH3:4].C(=O)([O-])[O-].[K+].[K+].Cl.Cl[CH2:36][C:37]1[N:38]=[CH:39][S:40][CH:41]=1.CN(C)C=O. The catalyst is C(OCC)(=O)C. The product is [CH2:1]([C:5]1[N:6]=[C:7]([CH3:27])[N:8]([CH2:36][C:37]2[N:38]=[CH:39][S:40][CH:41]=2)[C:9](=[O:26])[C:10]=1[CH2:11][C:12]1[CH:17]=[CH:16][C:15]([C:18]2[C:19]([C:24]#[N:25])=[CH:20][CH:21]=[CH:22][CH:23]=2)=[CH:14][CH:13]=1)[CH2:2][CH2:3][CH3:4]. The yield is 0.660.